This data is from Peptide-MHC class II binding affinity with 134,281 pairs from IEDB. The task is: Regression. Given a peptide amino acid sequence and an MHC pseudo amino acid sequence, predict their binding affinity value. This is MHC class II binding data. (1) The binding affinity (normalized) is 0.209. The MHC is HLA-DQA10104-DQB10503 with pseudo-sequence HLA-DQA10104-DQB10503. The peptide sequence is ANWIEIMRIKKLTIT. (2) The peptide sequence is AFAATHNPWASQRF. The MHC is DRB4_0101 with pseudo-sequence DRB4_0103. The binding affinity (normalized) is 0.222. (3) The peptide sequence is WSEIQTLKPNLIGPF. The MHC is DRB1_0405 with pseudo-sequence DRB1_0405. The binding affinity (normalized) is 0.420. (4) The peptide sequence is WGAIWRIDTPDKLTGPFTVR. The MHC is DRB1_1302 with pseudo-sequence DRB1_1302. The binding affinity (normalized) is 0.463. (5) The peptide sequence is INIPTAAAIAYGLDR. The MHC is HLA-DQA10102-DQB10602 with pseudo-sequence HLA-DQA10102-DQB10602. The binding affinity (normalized) is 0.711.